Dataset: Catalyst prediction with 721,799 reactions and 888 catalyst types from USPTO. Task: Predict which catalyst facilitates the given reaction. Reactant: [CH3:1][C:2]1[CH:3]=[CH:4][C:5]2[NH:10][C:9](=O)[CH:8]([C:12]3[CH:17]=[CH:16][CH:15]=[CH:14][CH:13]=3)[O:7][C:6]=2[CH:18]=1.B.CSC.Cl.[OH-].[Na+]. Product: [CH3:1][C:2]1[CH:3]=[CH:4][C:5]2[NH:10][CH2:9][CH:8]([C:12]3[CH:17]=[CH:16][CH:15]=[CH:14][CH:13]=3)[O:7][C:6]=2[CH:18]=1. The catalyst class is: 1.